The task is: Predict the reactants needed to synthesize the given product.. This data is from Full USPTO retrosynthesis dataset with 1.9M reactions from patents (1976-2016). (1) Given the product [CH3:28][N:2]([CH3:1])[C:3]([C:5]1[CH:27]=[CH:26][C:8]([O:9][C:10]2[C:15]3[CH:16]=[C:17]([CH2:19][CH3:20])[O:18][C:14]=3[CH:13]=[C:12]([C:21]([OH:23])=[O:22])[CH:11]=2)=[CH:7][CH:6]=1)=[O:4], predict the reactants needed to synthesize it. The reactants are: [CH3:1][N:2]([CH3:28])[C:3]([C:5]1[CH:27]=[CH:26][C:8]([O:9][C:10]2[C:15]3[CH:16]=[C:17]([CH2:19][CH3:20])[O:18][C:14]=3[CH:13]=[C:12]([C:21]([O:23]CC)=[O:22])[CH:11]=2)=[CH:7][CH:6]=1)=[O:4].O[Li].O. (2) The reactants are: [CH:1]([N:3](C1C=CC(F)=CC=1)[CH2:4][C:5]([OH:7])=O)=[O:2].CO[C:17]1[C:25]([O:26][CH3:27])=[CH:24][CH:23]=[CH:22][C:18]=1[CH2:19][CH2:20][NH2:21].C(N1C[CH2:34][O:33]CC1)C.CN(C(ON1N=N[C:46]2[CH:47]=[CH:48][CH:49]=[CH:50][C:45]1=2)=[N+](C)C)C.[B-](F)(F)(F)[F:54]. Given the product [CH3:27][O:26][C:25]1[CH:17]=[C:18]([CH2:19][CH2:20][NH:21][C:5](=[O:7])[CH:4]([C:45]2[CH:46]=[CH:47][C:48]([F:54])=[CH:49][CH:50]=2)[NH:3][CH:1]=[O:2])[CH:22]=[CH:23][C:24]=1[O:33][CH3:34], predict the reactants needed to synthesize it.